From a dataset of Forward reaction prediction with 1.9M reactions from USPTO patents (1976-2016). Predict the product of the given reaction. (1) The product is: [Br:1][C:2]1[C:6]([Br:7])=[CH:5][S:4][C:3]=1[CH:18]=[O:19]. Given the reactants [Br:1][C:2]1[C:6]([Br:7])=[CH:5][S:4][CH:3]=1.C([N-]C(C)C)(C)C.[Li+].CN(C)[CH:18]=[O:19], predict the reaction product. (2) Given the reactants [N:1]1([C:7]2[CH:16]=[CH:15][CH:14]=[C:13]3[C:8]=2[C:9]([NH2:18])=[N:10][C:11]([NH2:17])=[N:12]3)[CH2:6][CH2:5][NH:4][CH2:3][CH2:2]1.[Cl:19][C:20]1[CH:27]=[C:26]([Cl:28])[CH:25]=[CH:24][C:21]=1[CH2:22]Cl, predict the reaction product. The product is: [Cl:19][C:20]1[CH:27]=[C:26]([Cl:28])[CH:25]=[CH:24][C:21]=1[CH2:22][N:4]1[CH2:5][CH2:6][N:1]([C:7]2[CH:16]=[CH:15][CH:14]=[C:13]3[C:8]=2[C:9]([NH2:18])=[N:10][C:11]([NH2:17])=[N:12]3)[CH2:2][CH2:3]1.